This data is from Reaction yield outcomes from USPTO patents with 853,638 reactions. The task is: Predict the reaction yield, written as a fraction of the theoretical maximum amount of product (1.0 means a 100% yield; for example, 0.34 means a 34% yield). (1) The reactants are CNCCC(C1C=CC=CC=1)C1C2C(=NC=CC=2)NC=1.CC(OC(OC(OC(C)(C)C)=O)=O)(C)C.[C:36]([O:40][C:41](=[O:62])[N:42]([CH3:61])[CH2:43][CH2:44][CH:45]([C:55]1[CH:60]=[CH:59][CH:58]=[CH:57][CH:56]=1)[C:46]1[C:54]2[C:49](=[N:50][CH:51]=[CH:52][CH:53]=2)[NH:48][CH:47]=1)([CH3:39])([CH3:38])[CH3:37]. The catalyst is C(Cl)Cl. The product is [C:36]([O:40][C:41](=[O:62])[N:42]([CH3:61])[CH2:43][CH2:44][C@H:45]([C:55]1[CH:56]=[CH:57][CH:58]=[CH:59][CH:60]=1)[C:46]1[C:54]2[C:49](=[N:50][CH:51]=[CH:52][CH:53]=2)[NH:48][CH:47]=1)([CH3:39])([CH3:38])[CH3:37]. The yield is 0.310. (2) The reactants are C(O[C:5]([CH3:8])([CH3:7])[CH3:6])(=O)C.[CH2:9]([O:11][C:12](=[O:36])[CH:13]([OH:35])[C:14]1[C:15]([CH3:34])=[N:16][C:17]2[S:18][C:19]3[CH2:20][O:21][CH2:22][CH2:23][C:24]=3[C:25]=2[C:26]=1[C:27]1[CH:32]=[CH:31][C:30]([CH3:33])=[CH:29][CH:28]=1)[CH3:10].S(=O)(=O)(O)O.C(=O)(O)[O-].[Na+]. The catalyst is ClCCl. The product is [CH2:9]([O:11][C:12](=[O:36])[CH:13]([O:35][C:5]([CH3:8])([CH3:7])[CH3:6])[C:14]1[C:15]([CH3:34])=[N:16][C:17]2[S:18][C:19]3[CH2:20][O:21][CH2:22][CH2:23][C:24]=3[C:25]=2[C:26]=1[C:27]1[CH:28]=[CH:29][C:30]([CH3:33])=[CH:31][CH:32]=1)[CH3:10]. The yield is 0.450. (3) The reactants are [CH3:1][C:2]1[C:3]([NH:8][C:9](=O)OC(C)(C)C)=[N:4][CH:5]=[CH:6][CH:7]=1.C([Li])[CH2:17][CH2:18][CH3:19].CN(OC)C(C1CC1)=O.Cl. The catalyst is O1CCCC1. The product is [CH:17]1([C:9]2[NH:8][C:3]3=[N:4][CH:5]=[CH:6][CH:7]=[C:2]3[CH:1]=2)[CH2:18][CH2:19]1. The yield is 0.900. (4) The reactants are [CH2:1]([O:11][CH:12](O)[C:13]1[CH:18]=[CH:17][CH:16]=[CH:15][CH:14]=1)[CH2:2][CH2:3][CH2:4][CH2:5][CH2:6][CH2:7][CH2:8][CH:9]=[CH2:10].P(Br)(Br)[Br:21].CO.C(=O)([O-])O.[Na+]. The catalyst is C(OCC)C. The product is [CH2:1]([O:11][CH:12]([Br:21])[C:13]1[CH:18]=[CH:17][CH:16]=[CH:15][CH:14]=1)[CH2:2][CH2:3][CH2:4][CH2:5][CH2:6][CH2:7][CH2:8][CH:9]=[CH2:10]. The yield is 0.916. (5) The reactants are [Br:1][C:2]1[CH:3]=[C:4]([O:9][C:10]2[CH:15]=[CH:14][C:13]([F:16])=[CH:12][CH:11]=2)[C:5]([NH2:8])=[N:6][CH:7]=1.[C:17]([N:25]=[C:26]=[S:27])(=[O:24])[C:18]1[CH:23]=[CH:22][CH:21]=[CH:20][CH:19]=1. No catalyst specified. The product is [C:17]([NH:25][C:26]([NH:8][C:5]1[C:4]([O:9][C:10]2[CH:11]=[CH:12][C:13]([F:16])=[CH:14][CH:15]=2)=[CH:3][C:2]([Br:1])=[CH:7][N:6]=1)=[S:27])(=[O:24])[C:18]1[CH:23]=[CH:22][CH:21]=[CH:20][CH:19]=1. The yield is 0.912. (6) The reactants are [CH:1]1(/[C:6](/[N:10]2[CH:14]=[C:13]([C:15]3[C:16]4[CH:23]=[CH:22][N:21]([CH2:24]OCC[Si](C)(C)C)[C:17]=4[N:18]=[CH:19][N:20]=3)[CH:12]=[N:11]2)=[CH:7]/[C:8]#[N:9])[CH2:5][CH2:4][CH2:3][CH2:2]1.[CH:32]1([CH:37]=CC#N)[CH2:36]CC[CH2:33]1.CS(C)=O.[C:45](=[O:48])([O-])[O-:46].[K+].[K+]. No catalyst specified. The product is [C:45]([O:46][CH2:24][N:21]1[C:17]2[N:18]=[CH:19][N:20]=[C:15]([C:13]3[CH:12]=[N:11][N:10]([CH:6]([CH:1]4[CH2:5][CH2:4][CH2:3][CH2:2]4)[CH2:7][C:8]#[N:9])[CH:14]=3)[C:16]=2[CH:23]=[CH:22]1)(=[O:48])[C:32]([CH3:37])([CH3:36])[CH3:33]. The yield is 0.820.